This data is from Choline transporter screen with 302,306 compounds. The task is: Binary Classification. Given a drug SMILES string, predict its activity (active/inactive) in a high-throughput screening assay against a specified biological target. (1) The drug is S(CC(=O)Nc1cc2OCOc2cc1)c1sc(NC(=O)CCC)nn1. The result is 0 (inactive). (2) The molecule is Clc1cc(Oc2nc(ncc2C(OCC)=O)c2ccccc2)ccc1Cl. The result is 0 (inactive). (3) The drug is Brc1oc(C(=O)Nc2cn(nc2)CCCC(O)=O)cc1. The result is 0 (inactive). (4) The result is 0 (inactive). The compound is S(C(CC)C(O)=O)c1ncccc1Nc1ncccc1. (5) The molecule is O=C(CN1CC(N(CC1)c1cc(OC)ccc1)C)c1c2c([nH]c1)ccc(OC)c2. The result is 0 (inactive). (6) The molecule is Clc1cc(N2CCN(CC2)C(=O)CCC(=O)c2ccc(OC)cc2)ccc1. The result is 0 (inactive).